This data is from Forward reaction prediction with 1.9M reactions from USPTO patents (1976-2016). The task is: Predict the product of the given reaction. Given the reactants F[C:2]1[C:7]([S:8]([CH3:11])(=[O:10])=[O:9])=[CH:6][CH:5]=[CH:4][C:3]=1[CH:12]1[CH2:17][CH2:16][N:15]([CH2:18][CH2:19][CH3:20])[CH2:14][CH2:13]1.[NH3:21], predict the reaction product. The product is: [CH3:11][S:8]([C:7]1[CH:6]=[CH:5][CH:4]=[C:3]([CH:12]2[CH2:17][CH2:16][N:15]([CH2:18][CH2:19][CH3:20])[CH2:14][CH2:13]2)[C:2]=1[NH2:21])(=[O:10])=[O:9].